From a dataset of Forward reaction prediction with 1.9M reactions from USPTO patents (1976-2016). Predict the product of the given reaction. (1) Given the reactants [CH:1]1([NH:6][C:7]2[C:8]3[N:9]([C:13]([C:23]4[CH:28]=[CH:27][N:26]=[C:25]([NH:29][CH:30]5[CH2:34][CH2:33][CH2:32][CH2:31]5)[N:24]=4)=[C:14]([C:16]4[CH:21]=[CH:20][C:19]([OH:22])=[CH:18][CH:17]=4)[N:15]=3)[CH:10]=[CH:11][CH:12]=2)[CH2:5][CH2:4][CH2:3][CH2:2]1.[CH2:35](Br)[CH:36]=[CH2:37].C(=O)([O-])[O-].[Cs+].[Cs+].O, predict the reaction product. The product is: [CH2:37]([O:22][C:19]1[CH:18]=[CH:17][C:16]([C:14]2[N:15]=[C:8]3[C:7]([NH:6][CH:1]4[CH2:5][CH2:4][CH2:3][CH2:2]4)=[CH:12][CH:11]=[CH:10][N:9]3[C:13]=2[C:23]2[CH:28]=[CH:27][N:26]=[C:25]([NH:29][CH:30]3[CH2:34][CH2:33][CH2:32][CH2:31]3)[N:24]=2)=[CH:21][CH:20]=1)[CH:36]=[CH2:35]. (2) Given the reactants Cl[C:2]1[CH:7]=[C:6]([C:8]2[CH:13]=[CH:12][CH:11]=[C:10]([Cl:14])[CH:9]=2)[N:5]=[C:4]2[CH2:15][CH2:16][CH2:17][C:3]=12.[NH2:18][C:19]1[CH:31]=[CH:30][C:22]([O:23][CH:24]([CH3:29])[C:25]([O:27][CH3:28])=[O:26])=[CH:21][CH:20]=1, predict the reaction product. The product is: [Cl:14][C:10]1[CH:9]=[C:8]([C:6]2[N:5]=[C:4]3[CH2:15][CH2:16][CH2:17][C:3]3=[C:2]([NH:18][C:19]3[CH:20]=[CH:21][C:22]([O:23][CH:24]([CH3:29])[C:25]([O:27][CH3:28])=[O:26])=[CH:30][CH:31]=3)[CH:7]=2)[CH:13]=[CH:12][CH:11]=1. (3) The product is: [O-:5][CH2:2][CH2:3][CH3:4].[Mg+2:1].[O-:5][CH2:2][CH2:3][CH3:4]. Given the reactants [Mg:1].[CH2:2]([OH:5])[CH2:3][CH3:4], predict the reaction product. (4) The product is: [Br:15][C:7]1[S:6][C:5]2[C:3](=[O:4])[N:12]([C:14]3[CH:28]=[CH:29][C:24]([N:20]4[CH2:21][CH2:22][CH2:23][N:17]([CH3:16])[CH2:18][CH2:19]4)=[CH:25][CH:26]=3)[CH:11]=[N:10][C:9]=2[CH:8]=1. Given the reactants CO[C:3]([C:5]1[S:6][C:7]([Br:15])=[CH:8][C:9]=1[N:10]=[CH:11][N:12]([CH3:14])C)=[O:4].[CH3:16][N:17]1[CH2:23][CH2:22][CH2:21][N:20]([C:24]2[CH:29]=[CH:28]C(N)=[CH:26][CH:25]=2)[CH2:19][CH2:18]1, predict the reaction product.